From a dataset of CYP2D6 inhibition data for predicting drug metabolism from PubChem BioAssay. Regression/Classification. Given a drug SMILES string, predict its absorption, distribution, metabolism, or excretion properties. Task type varies by dataset: regression for continuous measurements (e.g., permeability, clearance, half-life) or binary classification for categorical outcomes (e.g., BBB penetration, CYP inhibition). Dataset: cyp2d6_veith. (1) The drug is CCn1c(SCc2ccc(C)cc2)nnc1-c1cnn(-c2ccccc2)c1C(F)(F)F. The result is 0 (non-inhibitor). (2) The molecule is COc1ccc(Cl)cc1N=Nc1ncc[nH]1. The result is 1 (inhibitor). (3) The drug is O=C(O)CSc1ccc(N=C=S)cc1. The result is 0 (non-inhibitor). (4) The molecule is O=C1C2=CC[C@@H]3C(=O)N(c4ccc(F)cc4F)C(=O)[C@H]3[C@H]2[C@H](O)[C@H]2O[C@H]12. The result is 0 (non-inhibitor).